From a dataset of Forward reaction prediction with 1.9M reactions from USPTO patents (1976-2016). Predict the product of the given reaction. (1) Given the reactants F[C:2]1[CH:7]=[CH:6][C:5]([N+:8]([O-:10])=[O:9])=[CH:4][CH:3]=1.[CH3:11][C@H:12]1[CH2:17][NH:16][CH2:15][CH2:14][N:13]1[C:18]([O:20][C:21]([CH3:24])([CH3:23])[CH3:22])=[O:19].C(=O)([O-])[O-].[K+].[K+], predict the reaction product. The product is: [CH3:11][C@H:12]1[CH2:17][N:16]([C:2]2[CH:7]=[CH:6][C:5]([N+:8]([O-:10])=[O:9])=[CH:4][CH:3]=2)[CH2:15][CH2:14][N:13]1[C:18]([O:20][C:21]([CH3:22])([CH3:24])[CH3:23])=[O:19]. (2) Given the reactants [Na].[CH3:2][O:3][C:4](=[O:17])[CH:5]=[CH:6][C:7]1[CH:12]=[CH:11][CH:10]=[C:9]([S:13](O)(=[O:15])=[O:14])[CH:8]=1.S(Cl)([Cl:20])=O, predict the reaction product. The product is: [CH3:2][O:3][C:4](=[O:17])[CH:5]=[CH:6][C:7]1[CH:12]=[CH:11][CH:10]=[C:9]([S:13]([Cl:20])(=[O:15])=[O:14])[CH:8]=1. (3) Given the reactants [O:1]=[C:2]1[CH2:11][CH2:10][CH2:9][C:8]2[CH:7]=[C:6](OS(C(F)(F)F)(=O)=O)[CH:5]=[CH:4][C:3]1=2.[C:20]1([S:26]([O-:28])=[O:27])[CH:25]=[CH:24][CH:23]=[CH:22][CH:21]=1.[Na+].C(=O)([O-])[O-].[Cs+].[Cs+].[F-].C([N+](CCCC)(CCCC)CCCC)CCC, predict the reaction product. The product is: [C:20]1([S:26]([C:6]2[CH:7]=[C:8]3[C:3](=[CH:4][CH:5]=2)[C:2](=[O:1])[CH2:11][CH2:10][CH2:9]3)(=[O:28])=[O:27])[CH:25]=[CH:24][CH:23]=[CH:22][CH:21]=1.